This data is from Catalyst prediction with 721,799 reactions and 888 catalyst types from USPTO. The task is: Predict which catalyst facilitates the given reaction. Reactant: [NH2:1][CH:2]1[CH2:7][CH2:6][N:5]([C:8]([O:10][C:11]([CH3:14])([CH3:13])[CH3:12])=[O:9])[CH2:4][CH2:3]1.ClC(Cl)(O[C:19](=[O:25])OC(Cl)(Cl)Cl)Cl.[F:27][C:28]1[CH:29]=[C:30]([C:34]2[C:42]([C:43]([NH2:45])=[O:44])=[C:37]3[CH2:38][NH:39][CH2:40][CH2:41][N:36]3[N:35]=2)[CH:31]=[CH:32][CH:33]=1. Product: [C:43]([C:42]1[C:34]([C:30]2[CH:31]=[CH:32][CH:33]=[C:28]([F:27])[CH:29]=2)=[N:35][N:36]2[CH2:41][CH2:40][N:39]([C:19]([NH:1][CH:2]3[CH2:3][CH2:4][N:5]([C:8]([O:10][C:11]([CH3:14])([CH3:13])[CH3:12])=[O:9])[CH2:6][CH2:7]3)=[O:25])[CH2:38][C:37]=12)(=[O:44])[NH2:45]. The catalyst class is: 1.